From a dataset of Catalyst prediction with 721,799 reactions and 888 catalyst types from USPTO. Predict which catalyst facilitates the given reaction. (1) Reactant: C([O:3][C:4](=[O:34])[CH2:5][CH:6]1[CH2:11][CH2:10][N:9]([C:12]2[C:17]([NH:18][C:19](=[O:27])[C:20]3[CH:25]=[CH:24][CH:23]=[C:22]([Cl:26])[CH:21]=3)=[CH:16][C:15]([C:28](=[O:33])[NH:29][CH:30]3[CH2:32][CH2:31]3)=[CH:14][N:13]=2)[CH2:8][CH2:7]1)C.O1CCCC1.CO.[OH-].[Li+]. Product: [Cl:26][C:22]1[CH:21]=[C:20]([CH:25]=[CH:24][CH:23]=1)[C:19]([NH:18][C:17]1[C:12]([N:9]2[CH2:10][CH2:11][CH:6]([CH2:5][C:4]([OH:34])=[O:3])[CH2:7][CH2:8]2)=[N:13][CH:14]=[C:15]([C:28](=[O:33])[NH:29][CH:30]2[CH2:31][CH2:32]2)[CH:16]=1)=[O:27]. The catalyst class is: 6. (2) Reactant: [Br:1][C:2]1[CH:7]=[CH:6][C:5](/[CH:8]=[C:9](\[C:15]#[N:16])/[C:10]([O:12][CH2:13][CH3:14])=[O:11])=[CH:4][CH:3]=1.[C:17]1([CH3:25])[CH:22]=[CH:21][CH:20]=[CH:19][C:18]=1[Mg]Cl. Product: [Br:1][C:2]1[CH:3]=[CH:4][C:5]([CH:8]([C:18]2[CH:19]=[CH:20][CH:21]=[CH:22][C:17]=2[CH3:25])[CH:9]([C:15]#[N:16])[C:10]([O:12][CH2:13][CH3:14])=[O:11])=[CH:6][CH:7]=1. The catalyst class is: 11. (3) Reactant: [NH2:1][CH2:2][CH2:3][O:4][C:5]1[CH:22]=[C:21]([C:23]#[N:24])[CH:20]=[CH:19][C:6]=1[CH2:7][NH:8][C:9](=[O:18])[C:10]1[CH:15]=[CH:14][C:13]([F:16])=[C:12]([CH3:17])[CH:11]=1.[CH3:25][S:26](Cl)(=[O:28])=[O:27].N1C=CC=CC=1. Product: [C:23]([C:21]1[CH:20]=[CH:19][C:6]([CH2:7][NH:8][C:9](=[O:18])[C:10]2[CH:15]=[CH:14][C:13]([F:16])=[C:12]([CH3:17])[CH:11]=2)=[C:5]([O:4][CH2:3][CH2:2][NH:1][S:26]([CH3:25])(=[O:28])=[O:27])[CH:22]=1)#[N:24]. The catalyst class is: 135. (4) Reactant: [CH3:1][O:2][C:3](=[O:15])[C:4]1[CH:9]=[C:8]([O:10][CH3:11])[C:7]([O:12][CH3:13])=[CH:6][C:5]=1[NH2:14].[C:16](OC(=O)C)(=[O:18])[CH3:17]. Product: [CH3:1][O:2][C:3](=[O:15])[C:4]1[CH:9]=[C:8]([O:10][CH3:11])[C:7]([O:12][CH3:13])=[CH:6][C:5]=1[NH:14][C:16](=[O:18])[CH3:17]. The catalyst class is: 194. (5) Reactant: [NH:1]1[CH2:6][CH2:5][CH:4]([S:7][C:8]2[N:13]=[C:12]([NH:14][C:15]3[S:16][C:17]([C:20]#[N:21])=[CH:18][N:19]=3)[CH:11]=[C:10]([N:22]3[CH2:27][CH2:26][N:25]([CH3:28])[CH2:24][CH2:23]3)[N:9]=2)[CH2:3][CH2:2]1.C(N(CC)CC)C.[C:36](Cl)(=[O:39])[CH:37]=[CH2:38]. Product: [C:36]([N:1]1[CH2:6][CH2:5][CH:4]([S:7][C:8]2[N:13]=[C:12]([NH:14][C:15]3[S:16][C:17]([C:20]#[N:21])=[CH:18][N:19]=3)[CH:11]=[C:10]([N:22]3[CH2:23][CH2:24][N:25]([CH3:28])[CH2:26][CH2:27]3)[N:9]=2)[CH2:3][CH2:2]1)(=[O:39])[CH:37]=[CH2:38]. The catalyst class is: 1.